This data is from Forward reaction prediction with 1.9M reactions from USPTO patents (1976-2016). The task is: Predict the product of the given reaction. (1) Given the reactants [I:1][C:2]1[N:3]=[C:4]([C@@H:8]2[CH2:13][C@@H:12]3[C@@H:10]([CH2:11]3)[N:9]2[C:14]([O:16][C:17]([CH3:20])([CH3:19])[CH3:18])=[O:15])[NH:5][C:6]=1I.S([O-])([O-])=O.[Na+].[Na+], predict the reaction product. The product is: [I:1][C:2]1[N:3]=[C:4]([C@@H:8]2[CH2:13][C@@H:12]3[C@@H:10]([CH2:11]3)[N:9]2[C:14]([O:16][C:17]([CH3:20])([CH3:19])[CH3:18])=[O:15])[NH:5][CH:6]=1.[NH:3]1[CH:2]=[CH:6][N:5]=[C:4]1[C@@H:8]1[CH2:13][C@@H:12]2[C@@H:10]([CH2:11]2)[N:9]1[C:14]([O:16][C:17]([CH3:20])([CH3:19])[CH3:18])=[O:15]. (2) Given the reactants [N+:1]([O-:4])(O)=[O:2].[Br:5][CH2:6][C:7]([C:9]1[CH:14]=[CH:13][CH:12]=[CH:11][C:10]=1[OH:15])=[O:8], predict the reaction product. The product is: [Br:5][CH2:6][C:7]([C:9]1[CH:14]=[C:13]([N+:1]([O-:4])=[O:2])[CH:12]=[CH:11][C:10]=1[OH:15])=[O:8]. (3) Given the reactants [C:1]([O:5][C:6]([N:8]1[CH2:13][CH2:12][CH:11]([O:14][C:15]2[CH:16]=[C:17]([CH:21]=[C:22]([C:24]([F:27])([F:26])[F:25])[N:23]=2)[C:18](O)=[O:19])[CH2:10][CH2:9]1)=[O:7])([CH3:4])([CH3:3])[CH3:2].C[Si](C=[N+]=[N-])(C)C.CCOCC.[BH4-].[Na+], predict the reaction product. The product is: [OH:19][CH2:18][C:17]1[CH:21]=[C:22]([C:24]([F:27])([F:25])[F:26])[N:23]=[C:15]([O:14][CH:11]2[CH2:12][CH2:13][N:8]([C:6]([O:5][C:1]([CH3:4])([CH3:3])[CH3:2])=[O:7])[CH2:9][CH2:10]2)[CH:16]=1. (4) Given the reactants Cl.[CH2:2]([NH:9][C@@H:10]([C@@H:14]1[CH2:18][S:17][C:16](=[O:19])[N:15]1[CH2:20][C:21]1[CH:26]=[CH:25][CH:24]=[CH:23][CH:22]=1)[C:11](=[O:13])N)[C:3]1[CH:8]=[CH:7][CH:6]=[CH:5][CH:4]=1.C(OCC)(=O)C, predict the reaction product. The product is: [CH2:20]([N:15]1[C@H:14]2[CH2:18][S:17][C:11](=[O:13])[C@H:10]2[N:9]([CH2:2][C:3]2[CH:4]=[CH:5][CH:6]=[CH:7][CH:8]=2)[C:16]1=[O:19])[C:21]1[CH:26]=[CH:25][CH:24]=[CH:23][CH:22]=1.